This data is from Reaction yield outcomes from USPTO patents with 853,638 reactions. The task is: Predict the reaction yield, written as a fraction of the theoretical maximum amount of product (1.0 means a 100% yield; for example, 0.34 means a 34% yield). (1) The reactants are Br[C:2]1[C:3]2[C:4]3[CH:17]=[CH:16][S:15][C:5]=3[C:6](=[O:14])[NH:7][C:8]=2[CH:9]=[CH:10][C:11]=1[O:12][CH3:13].CC1(C)C(C)(C)OB([C:26]2[CH:31]=[CH:30][C:29]([CH:32]([CH3:35])[C:33]#[N:34])=[CH:28][CH:27]=2)O1. No catalyst specified. The product is [CH3:13][O:12][C:11]1[CH:10]=[CH:9][C:8]2[NH:7][C:6](=[O:14])[C:5]3[S:15][CH:16]=[CH:17][C:4]=3[C:3]=2[C:2]=1[C:26]1[CH:31]=[CH:30][C:29]([CH:32]([CH3:35])[C:33]#[N:34])=[CH:28][CH:27]=1. The yield is 0.620. (2) The reactants are [NH2:1][C:2]1[CH:18]=[CH:17][C:5]([CH2:6][NH:7][C:8](=[O:16])[C@@H:9]([NH:12][C:13](=[O:15])[CH3:14])[CH2:10][OH:11])=[CH:4][CH:3]=1.[Si]([N:23]=[N+:24]=[N-])(C)(C)C. No catalyst specified. The product is [N:1]([C:2]1[CH:3]=[CH:4][C:5]([CH2:6][NH:7][C:8](=[O:16])[C@@H:9]([NH:12][C:13](=[O:15])[CH3:14])[CH2:10][OH:11])=[CH:17][CH:18]=1)=[N+:23]=[N-:24]. The yield is 0.920. (3) The reactants are [CH3:1][O:2][C:3]1[CH:8]=[CH:7][C:6]([O:9][CH3:10])=[CH:5][C:4]=1[C:11](=O)[CH2:12][N:13]1[CH2:17][CH2:16][CH2:15][CH:14]1[C:18]1[CH:23]=[CH:22][CH:21]=[C:20]([O:24][CH2:25][CH2:26][CH2:27][N:28]2[CH2:33][CH2:32][CH2:31][CH2:30][CH2:29]2)[CH:19]=1.N. The catalyst is CO.C(Cl)Cl. The product is [CH3:1][O:2][C:3]1[CH:8]=[CH:7][C:6]([O:9][CH3:10])=[CH:5][C:4]=1[C@H:11]1[C:23]2[C:18](=[CH:19][C:20]([O:24][CH2:25][CH2:26][CH2:27][N:28]3[CH2:33][CH2:32][CH2:31][CH2:30][CH2:29]3)=[CH:21][CH:22]=2)[C@@H:14]2[CH2:15][CH2:16][CH2:17][N:13]2[CH2:12]1. The yield is 0.780. (4) The catalyst is CN(C)C=O.C(OCC)(=O)C.CCCCCC. The reactants are [H-].[Na+].[Br:3][C:4]1[CH:5]=[C:6](/[C:10](=[N:16]/[OH:17])/[C:11]([O:13][CH2:14][CH3:15])=[O:12])[CH:7]=[CH:8][CH:9]=1.Cl[CH2:19][C:20]1[CH:39]=[CH:38][C:23]([O:24][CH2:25][C:26]2[N:27]=[C:28]([C:32]3[CH:37]=[CH:36][CH:35]=[CH:34][CH:33]=3)[O:29][C:30]=2[CH3:31])=[CH:22][CH:21]=1.Cl.C(=O)(O)[O-].[Na+]. The yield is 0.480. The product is [Br:3][C:4]1[CH:5]=[C:6](/[C:10](=[N:16]/[O:17][CH2:19][C:20]2[CH:21]=[CH:22][C:23]([O:24][CH2:25][C:26]3[N:27]=[C:28]([C:32]4[CH:37]=[CH:36][CH:35]=[CH:34][CH:33]=4)[O:29][C:30]=3[CH3:31])=[CH:38][CH:39]=2)/[C:11]([O:13][CH2:14][CH3:15])=[O:12])[CH:7]=[CH:8][CH:9]=1. (5) The reactants are [C:1]([O:5][C:6]([NH:8][CH:9]([CH2:20][C:21]1[CH:26]=[CH:25][C:24]([O:27][CH2:28][CH2:29][CH2:30][CH2:31][CH2:32][O:33][C:34]2[CH:39]=[C:38]([C:40]3[CH:45]=[CH:44][CH:43]=[CH:42][CH:41]=3)[CH:37]=[C:36]([C:46]3[CH:51]=[CH:50][CH:49]=[CH:48][CH:47]=3)[N:35]=2)=[CH:23][CH:22]=1)[C:10]([O:12]CC1C=CC=CC=1)=[O:11])=[O:7])([CH3:4])([CH3:3])[CH3:2]. The catalyst is C(OCC)(=O)C.[Pd]. The product is [C:1]([O:5][C:6]([NH:8][CH:9]([CH2:20][C:21]1[CH:22]=[CH:23][C:24]([O:27][CH2:28][CH2:29][CH2:30][CH2:31][CH2:32][O:33][C:34]2[CH:39]=[C:38]([C:40]3[CH:41]=[CH:42][CH:43]=[CH:44][CH:45]=3)[CH:37]=[C:36]([C:46]3[CH:47]=[CH:48][CH:49]=[CH:50][CH:51]=3)[N:35]=2)=[CH:25][CH:26]=1)[C:10]([OH:12])=[O:11])=[O:7])([CH3:4])([CH3:2])[CH3:3]. The yield is 0.460. (6) The reactants are [CH:1]1([CH2:5][O:6][C:7]2[N:8]=[CH:9][C:10]([C:13]([O:15]CC)=[O:14])=[N:11][CH:12]=2)[CH2:4][CH2:3][CH2:2]1.[OH-].[Na+]. The catalyst is CO. The product is [CH:1]1([CH2:5][O:6][C:7]2[N:8]=[CH:9][C:10]([C:13]([OH:15])=[O:14])=[N:11][CH:12]=2)[CH2:2][CH2:3][CH2:4]1. The yield is 0.910. (7) The reactants are Br[C:2]1[CH:12]=[C:11]([C:13]([O:15][CH3:16])=[O:14])[C:5]2[O:6][CH2:7][C:8](=[O:10])[NH:9][C:4]=2[CH:3]=1.[F:17][C:18]1[CH:23]=[CH:22][C:21]([N:24]2[C:28](B(O)O)=[CH:27][C:26]([C:32]([F:35])([F:34])[F:33])=[N:25]2)=[C:20]([CH3:36])[CH:19]=1. No catalyst specified. The product is [F:17][C:18]1[CH:23]=[CH:22][C:21]([N:24]2[C:28]([C:2]3[CH:12]=[C:11]([C:13]([O:15][CH3:16])=[O:14])[C:5]4[O:6][CH2:7][C:8](=[O:10])[NH:9][C:4]=4[CH:3]=3)=[CH:27][C:26]([C:32]([F:33])([F:35])[F:34])=[N:25]2)=[C:20]([CH3:36])[CH:19]=1. The yield is 0.700. (8) The yield is 0.120. No catalyst specified. The reactants are Cl[C:2]1[CH:11]=[CH:10][N:9]=[C:8]2[C:3]=1[C:4]1[CH:16]=[CH:15][CH:14]=[CH:13][C:5]=1[C:6](=[O:12])[NH:7]2.[C:17]([C:19]1[CH:24]=[CH:23][CH:22]=[CH:21][C:20]=1[C:25]([F:28])([F:27])[F:26])#[CH:18]. The product is [F:26][C:25]([F:27])([F:28])[C:20]1[CH:21]=[CH:22][CH:23]=[CH:24][C:19]=1[C:17]#[C:18][C:2]1[CH:11]=[CH:10][N:9]=[C:8]2[C:3]=1[C:4]1[CH:16]=[CH:15][CH:14]=[CH:13][C:5]=1[C:6](=[O:12])[NH:7]2. (9) The reactants are [Br:1][C:2]1[N:3]=[C:4]2[CH:10]=[CH:9][NH:8][C:5]2=[N:6][CH:7]=1.[CH2:11]([O:18][CH:19]1[CH2:24][CH2:23][C:22]([CH3:28])([C:25](Cl)=[O:26])[CH2:21][CH2:20]1)[C:12]1[CH:17]=[CH:16][CH:15]=[CH:14][CH:13]=1.[Al](Cl)(CC)CC.CCOCC. The catalyst is C1(C)C=CC=CC=1.C(Cl)Cl. The product is [CH2:11]([O:18][CH:19]1[CH2:24][CH2:23][C:22]([C:25]([C:10]2[C:4]3[C:5](=[N:6][CH:7]=[C:2]([Br:1])[N:3]=3)[NH:8][CH:9]=2)=[O:26])([CH3:28])[CH2:21][CH2:20]1)[C:12]1[CH:17]=[CH:16][CH:15]=[CH:14][CH:13]=1. The yield is 0.180. (10) The reactants are [CH2:1]([C@H:8]1[CH2:13][C@H:12]([C:14](=[O:21])[CH2:15][C:16](OCC)=[O:17])[CH2:11][CH2:10][N:9]1[C:22]([O:24][CH3:25])=[O:23])[C:2]1[CH:7]=[CH:6][CH:5]=[CH:4][CH:3]=1.[OH-].[Na+].Cl.[NH2:29]O.Cl. The catalyst is CO.CO.O.O. The product is [CH3:25][O:24][C:22]([N:9]1[CH2:10][CH2:11][C@@H:12]([C:14]2[O:21][NH:29][C:16](=[O:17])[CH:15]=2)[CH2:13][C@@H:8]1[CH2:1][C:2]1[CH:7]=[CH:6][CH:5]=[CH:4][CH:3]=1)=[O:23]. The yield is 0.546.